From a dataset of Full USPTO retrosynthesis dataset with 1.9M reactions from patents (1976-2016). Predict the reactants needed to synthesize the given product. Given the product [Cl:30][C:27]1[CH:28]=[CH:29][C:24]([C:9]2[CH2:10][CH2:11][N:12]([C:15]([O:17][C:18]([CH3:19])([CH3:20])[CH3:21])=[O:16])[CH2:13][CH:14]=2)=[C:25]([C@H:31]([OH:33])[CH3:32])[CH:26]=1, predict the reactants needed to synthesize it. The reactants are: CC1(C)C(C)(C)OB([C:9]2[CH2:10][CH2:11][N:12]([C:15]([O:17][C:18]([CH3:21])([CH3:20])[CH3:19])=[O:16])[CH2:13][CH:14]=2)O1.Br[C:24]1[CH:29]=[CH:28][C:27]([Cl:30])=[CH:26][C:25]=1[C@H:31]([OH:33])[CH3:32].[O-]P([O-])([O-])=O.[K+].[K+].[K+].